This data is from Full USPTO retrosynthesis dataset with 1.9M reactions from patents (1976-2016). The task is: Predict the reactants needed to synthesize the given product. Given the product [CH2:19]([C:17]1[CH:18]=[C:13]2[C:12]([C:23]3[N:24]=[C:25]([CH:28]4[CH2:29][CH2:30][N:31]([CH3:34])[CH2:32][CH2:33]4)[S:26][CH:27]=3)=[CH:11][NH:10][C:14]2=[N:15][CH:16]=1)[CH:20]([CH3:22])[CH3:21], predict the reactants needed to synthesize it. The reactants are: C1(S([N:10]2[C:14]3=[N:15][CH:16]=[C:17]([CH2:19][CH:20]([CH3:22])[CH3:21])[CH:18]=[C:13]3[C:12]([C:23]3[N:24]=[C:25]([CH:28]4[CH2:33][CH2:32][N:31]([CH3:34])[CH2:30][CH2:29]4)[S:26][CH:27]=3)=[CH:11]2)(=O)=O)C=CC=CC=1.[OH-].[Na+].C([O-])(O)=O.[Na+].